This data is from Reaction yield outcomes from USPTO patents with 853,638 reactions. The task is: Predict the reaction yield, written as a fraction of the theoretical maximum amount of product (1.0 means a 100% yield; for example, 0.34 means a 34% yield). The reactants are [CH2:1]([O:8][C:9]([NH:11][CH2:12][C:13]([OH:15])=O)=[O:10])[C:2]1[CH:7]=[CH:6][CH:5]=[CH:4][CH:3]=1.Cl.[NH2:17][C@@H:18]([C:22]([O:24][C:25]([CH3:28])([CH3:27])[CH3:26])=[O:23])[CH:19]([CH3:21])[CH3:20].CN1CCOCC1.CN(C(ON1N=NC2C=CC=CC1=2)=[N+](C)C)C.[B-](F)(F)(F)F. The catalyst is C(Cl)Cl. The product is [CH2:1]([O:8][C:9]([NH:11][CH2:12][C:13]([NH:17][C@@H:18]([C:22]([O:24][C:25]([CH3:27])([CH3:26])[CH3:28])=[O:23])[CH:19]([CH3:21])[CH3:20])=[O:15])=[O:10])[C:2]1[CH:3]=[CH:4][CH:5]=[CH:6][CH:7]=1. The yield is 0.940.